Dataset: Forward reaction prediction with 1.9M reactions from USPTO patents (1976-2016). Task: Predict the product of the given reaction. (1) Given the reactants C1(C)C=CC=CC=1.[NH:8]1[CH2:12][CH2:11][CH2:10][CH2:9]1.[O:13]1[C:17]2([CH2:22][CH2:21][CH:20]([CH:23]3[CH2:28][CH2:27][C:26](=O)[CH2:25][CH2:24]3)[CH2:19][CH2:18]2)[O:16][CH2:15][CH2:14]1, predict the reaction product. The product is: [O:13]1[C:17]2([CH2:18][CH2:19][CH:20]([CH:23]3[CH2:28][CH2:27][C:26]([N:8]4[CH2:12][CH2:11][CH2:10][CH2:9]4)=[CH:25][CH2:24]3)[CH2:21][CH2:22]2)[O:16][CH2:15][CH2:14]1. (2) Given the reactants [Cl:1][C:2]1[CH:17]=[CH:16][C:5]([O:6][CH2:7][CH2:8][C@@H:9](OS(C)(=O)=O)[CH3:10])=[C:4]([O:18][C:19]2[CH:24]=[CH:23][CH:22]=[CH:21][CH:20]=2)[CH:3]=1.C([O:27][C:28](=[O:39])[CH2:29][O:30][C:31]1[CH:36]=[CH:35][C:34]([SH:37])=[CH:33][C:32]=1[CH3:38])C, predict the reaction product. The product is: [Cl:1][C:2]1[CH:17]=[CH:16][C:5]([O:6][CH2:7][CH2:8][CH:9]([S:37][C:34]2[CH:35]=[CH:36][C:31]([O:30][CH2:29][C:28]([OH:39])=[O:27])=[C:32]([CH3:38])[CH:33]=2)[CH3:10])=[C:4]([O:18][C:19]2[CH:20]=[CH:21][CH:22]=[CH:23][CH:24]=2)[CH:3]=1. (3) Given the reactants [Si:1]([O-])([O-])([O-])[O-:2].[Na+].[Na+].[Na+].[Na+].S(=O)(=O)(O)[OH:11].[O:15](Cl)Cl.[Zr:18].[OH-:19].[Na+].[O:21]=[Al-:22]=O.[Na+], predict the reaction product. The product is: [OH-:2].[Si+4:1].[OH-:11].[OH-:15].[OH-:21].[OH-:19].[Zr+4:18].[OH-:2].[OH-:2].[OH-:2].[OH-:2].[Al+3:22].[OH-:2].[OH-:2]. (4) Given the reactants C(O)C.O.[OH-].[K+].[CH2:7]([O:9][CH:10]([N:12]1[C:16]2[S:17][C:18]([C:20]([O:22]CC)=[O:21])=[CH:19][C:15]=2[C:14](/[CH:25]=[CH:26]/[C:27]2[CH:32]=[CH:31][CH:30]=[CH:29][CH:28]=2)=[N:13]1)[CH3:11])[CH3:8], predict the reaction product. The product is: [CH2:7]([O:9][CH:10]([N:12]1[C:16]2[S:17][C:18]([C:20]([OH:22])=[O:21])=[CH:19][C:15]=2[C:14](/[CH:25]=[CH:26]/[C:27]2[CH:28]=[CH:29][CH:30]=[CH:31][CH:32]=2)=[N:13]1)[CH3:11])[CH3:8]. (5) Given the reactants [F:1][C:2]([F:17])([F:16])[C:3]([NH:5][CH2:6][CH2:7][C:8]1[CH:13]=[CH:12][C:11]([O:14][CH3:15])=[CH:10][CH:9]=1)=[O:4].[Cl:18][S:19](O)(=[O:21])=[O:20], predict the reaction product. The product is: [CH3:15][O:14][C:11]1[CH:12]=[CH:13][C:8]([CH2:7][CH2:6][NH:5][C:3](=[O:4])[C:2]([F:16])([F:17])[F:1])=[CH:9][C:10]=1[S:19]([Cl:18])(=[O:21])=[O:20]. (6) Given the reactants [CH3:1][O:2][C:3]1[CH:4]=[C:5]([C:11]2[CH:31]=[N:30][C:14]3[N:15]=[C:16]([NH:19][C:20]4[C:25]([N+:26]([O-])=O)=[CH:24][CH:23]=[CH:22][C:21]=4[CH3:29])[N:17]=[CH:18][C:13]=3[CH:12]=2)[CH:6]=[C:7]([O:9][CH3:10])[CH:8]=1.[Cl-].[NH4+], predict the reaction product. The product is: [CH3:1][O:2][C:3]1[CH:4]=[C:5]([C:11]2[CH:31]=[N:30][C:14]3[N:15]=[C:16]([NH:19][C:20]4[C:25]([NH2:26])=[CH:24][CH:23]=[CH:22][C:21]=4[CH3:29])[N:17]=[CH:18][C:13]=3[CH:12]=2)[CH:6]=[C:7]([O:9][CH3:10])[CH:8]=1. (7) Given the reactants [C:1]1([NH:7][NH2:8])[CH:6]=[CH:5][CH:4]=[CH:3][CH:2]=1.[CH:9]1([C:12]2N(C(C)C)N=[CH:14][C:13]=2[CH:20]=[O:21])[CH2:11][CH2:10]1, predict the reaction product. The product is: [CH:9]([C:12]1[N:7]([C:1]2[CH:6]=[CH:5][CH:4]=[CH:3][CH:2]=2)[N:8]=[CH:14][C:13]=1[CH:20]=[O:21])([CH3:11])[CH3:10].